From a dataset of Catalyst prediction with 721,799 reactions and 888 catalyst types from USPTO. Predict which catalyst facilitates the given reaction. (1) Reactant: F[C:2]1[C:7]([F:8])=[CH:6][C:5]([I:9])=[CH:4][N:3]=1.N1C=CC=CC=1.[NH2:16][CH2:17][C:18]([CH3:21])([OH:20])[CH3:19]. Product: [F:8][C:7]1[C:2]([NH:16][CH2:17][C:18]([CH3:21])([OH:20])[CH3:19])=[N:3][CH:4]=[C:5]([I:9])[CH:6]=1. The catalyst class is: 37. (2) Reactant: C[Si]([N-][Si](C)(C)C)(C)C.[K+].[F:11][C:12]1[C:32]([F:33])=[CH:31][C:15]2[N:16]3[C:20]([CH2:21][C:22](=[O:24])[NH:23][C:14]=2[CH:13]=1)=[N:19][N:18]=[C:17]3[C:25]1[CH:30]=[CH:29][CH:28]=[CH:27][CH:26]=1.[CH2:34]([N:41]([CH:46]([CH3:48])[CH3:47])[C:42](=[O:45])[CH2:43]Br)[C:35]1[CH:40]=[CH:39][CH:38]=[CH:37][CH:36]=1. Product: [CH2:34]([N:41]([CH:46]([CH3:48])[CH3:47])[C:42](=[O:45])[CH2:43][N:23]1[C:22](=[O:24])[CH2:21][C:20]2[N:16]([C:17]([C:25]3[CH:30]=[CH:29][CH:28]=[CH:27][CH:26]=3)=[N:18][N:19]=2)[C:15]2[CH:31]=[C:32]([F:33])[C:12]([F:11])=[CH:13][C:14]1=2)[C:35]1[CH:40]=[CH:39][CH:38]=[CH:37][CH:36]=1. The catalyst class is: 3. (3) Reactant: [Cl:1][C:2]1[N:7]=[C:6](Cl)[C:5]([CH:9]=O)=[C:4]([Cl:11])[N:3]=1.O.[CH3:13][NH:14][NH2:15].C(N(CC)CC)C. Product: [Cl:11][C:4]1[N:3]=[C:2]([Cl:1])[N:7]=[C:6]2[N:14]([CH3:13])[N:15]=[CH:9][C:5]=12. The catalyst class is: 8. (4) Reactant: [C:1]([N:8]1[CH2:12][CH2:11][CH:10]([OH:13])[CH2:9]1)([O:3][C:4]([CH3:7])([CH3:6])[CH3:5])=[O:2].CN(C=O)C.[H-].[Na+].[Cl:21][C:22]1[C:27](Cl)=[N:26][CH:25]=[CH:24][N:23]=1. Product: [Cl:21][C:22]1[C:27]([O:13][CH:10]2[CH2:11][CH2:12][N:8]([C:1]([O:3][C:4]([CH3:7])([CH3:6])[CH3:5])=[O:2])[CH2:9]2)=[N:26][CH:25]=[CH:24][N:23]=1. The catalyst class is: 6. (5) The catalyst class is: 77. Reactant: [C:1]1([S:7]([N:10]2[C:18]3[C:13](=[CH:14][C:15](B4OC(C)(C)C(C)(C)O4)=[CH:16][CH:17]=3)[CH:12]=[C:11]2[C:28]2[C:33]([F:34])=[CH:32][CH:31]=[CH:30][C:29]=2[F:35])(=[O:9])=[O:8])[CH:6]=[CH:5][CH:4]=[CH:3][CH:2]=1.[CH2:36]([N:38]1[C:42](OS(C(F)(F)F)(=O)=O)=[CH:41][C:40]([C:51]2[CH:56]=[CH:55][CH:54]=[CH:53][CH:52]=2)=[N:39]1)[CH3:37].C([O-])([O-])=O.[K+].[K+]. Product: [C:1]1([S:7]([N:10]2[C:18]3[C:13](=[CH:14][C:15]([C:42]4[N:38]([CH2:36][CH3:37])[N:39]=[C:40]([C:51]5[CH:56]=[CH:55][CH:54]=[CH:53][CH:52]=5)[CH:41]=4)=[CH:16][CH:17]=3)[CH:12]=[C:11]2[C:28]2[C:29]([F:35])=[CH:30][CH:31]=[CH:32][C:33]=2[F:34])(=[O:9])=[O:8])[CH:2]=[CH:3][CH:4]=[CH:5][CH:6]=1.